This data is from Reaction yield outcomes from USPTO patents with 853,638 reactions. The task is: Predict the reaction yield, written as a fraction of the theoretical maximum amount of product (1.0 means a 100% yield; for example, 0.34 means a 34% yield). The reactants are Cl[C:2]1[C:7]2[C:8](=[O:22])[N:9]([CH2:11][C:12]3[CH:17]=[CH:16][C:15]([O:18][CH3:19])=[CH:14][C:13]=3[O:20][CH3:21])[CH2:10][C:6]=2[C:5]([F:23])=[C:4]([NH:24][C@@H:25]2[CH2:30][CH2:29][CH2:28][CH2:27][C@@H:26]2[NH:31][C:32](=[O:38])[O:33][C:34]([CH3:37])([CH3:36])[CH3:35])[N:3]=1.[F:39][CH:40]([F:55])[N:41]1[CH:45]=[C:44](B2OC(C)(C)C(C)(C)O2)[CH:43]=[N:42]1. The catalyst is O1CCOCC1.C([O-])([O-])=O.[Na+].[Na+].Cl[Pd](Cl)([P](C1C=CC=CC=1)(C1C=CC=CC=1)C1C=CC=CC=1)[P](C1C=CC=CC=1)(C1C=CC=CC=1)C1C=CC=CC=1. The product is [F:39][CH:40]([F:55])[N:41]1[CH:45]=[C:44]([C:2]2[C:7]3[C:8](=[O:22])[N:9]([CH2:11][C:12]4[CH:17]=[CH:16][C:15]([O:18][CH3:19])=[CH:14][C:13]=4[O:20][CH3:21])[CH2:10][C:6]=3[C:5]([F:23])=[C:4]([NH:24][C@@H:25]3[CH2:30][CH2:29][CH2:28][CH2:27][C@@H:26]3[NH:31][C:32](=[O:38])[O:33][C:34]([CH3:37])([CH3:36])[CH3:35])[N:3]=2)[CH:43]=[N:42]1. The yield is 0.900.